Dataset: Human liver microsome stability data. Task: Regression/Classification. Given a drug SMILES string, predict its absorption, distribution, metabolism, or excretion properties. Task type varies by dataset: regression for continuous measurements (e.g., permeability, clearance, half-life) or binary classification for categorical outcomes (e.g., BBB penetration, CYP inhibition). Dataset: hlm. (1) The molecule is Cc1ccc(Oc2ccc(N(C[C@H](Nc3cccc(F)c3)C(=O)NO)S(C)(=O)=O)cc2)cc1. The result is 1 (stable in human liver microsomes). (2) The compound is COc1ccc2[nH]c(C(=O)N3CC(=O)N(Cc4ccccc4)[C@@H](N4CCC(Cc5ccccc5)CC4)C3)cc2c1. The result is 0 (unstable in human liver microsomes).